From a dataset of Forward reaction prediction with 1.9M reactions from USPTO patents (1976-2016). Predict the product of the given reaction. (1) Given the reactants [CH2:1]([O:8][C:9]1[C:14]([CH:15]=[O:16])=[CH:13][CH:12]=[C:11](Cl)[C:10]=1[C:18]1[CH:23]=[CH:22][CH:21]=[CH:20][C:19]=1[Cl:24])[C:2]1[CH:7]=[CH:6][CH:5]=[CH:4][CH:3]=1.ClC1C=CC=CC=1C1C(O)=C(C=CC)C=CC=1[F:38], predict the reaction product. The product is: [CH2:1]([O:8][C:9]1[C:14]([CH:15]=[O:16])=[CH:13][CH:12]=[C:11]([F:38])[C:10]=1[C:18]1[CH:23]=[CH:22][CH:21]=[CH:20][C:19]=1[Cl:24])[C:2]1[CH:7]=[CH:6][CH:5]=[CH:4][CH:3]=1. (2) Given the reactants COC1C(C=O)=CC2N(C)C(=O)CCC=2N=1.[CH2:17]([CH:19]1[NH:24][CH:23]([C:25]2[CH:30]=[CH:29][CH:28]=[CH:27][CH:26]=2)[CH:22]([NH:31][CH2:32][C:33]2[CH:42]=[C:41]3[C:36]([CH2:37][CH2:38][C:39](=[O:44])[N:40]3[CH3:43])=[N:35][C:34]=2[O:45][CH3:46])[CH2:21][CH2:20]1)[CH3:18], predict the reaction product. The product is: [CH2:17]([C@@H:19]1[NH:24][C@@H:23]([C:25]2[CH:26]=[CH:27][CH:28]=[CH:29][CH:30]=2)[C@@H:22]([NH:31][CH2:32][C:33]2[CH:42]=[C:41]3[C:36]([CH2:37][CH2:38][C:39](=[O:44])[N:40]3[CH3:43])=[N:35][C:34]=2[O:45][CH3:46])[CH2:21][CH2:20]1)[CH3:18]. (3) Given the reactants [Cl:1][C:2]1[C:3](F)=[CH:4][C:5]([F:15])=[C:6]([CH:14]=1)[C:7]([O:9][C:10]([CH3:13])([CH3:12])[CH3:11])=[O:8].C(=O)([O-])[O-].[K+].[K+].[Cl:23][C:24]1[CH:25]=[C:26]([SH:31])[CH:27]=[CH:28][C:29]=1[Cl:30], predict the reaction product. The product is: [Cl:1][C:2]1[C:3]([S:31][C:26]2[CH:27]=[CH:28][C:29]([Cl:30])=[C:24]([Cl:23])[CH:25]=2)=[CH:4][C:5]([F:15])=[C:6]([CH:14]=1)[C:7]([O:9][C:10]([CH3:13])([CH3:12])[CH3:11])=[O:8]. (4) Given the reactants [OH:1][C:2]1[CH:3]=[CH:4][C:5]([CH2:8][C:9]2([C:14]([O:16][CH2:17][CH3:18])=[O:15])[CH2:13][CH2:12][CH2:11][O:10]2)=[N:6][CH:7]=1.[CH3:19][C:20]1[O:24][C:23]([C:25]2[CH:30]=[CH:29][CH:28]=[CH:27][CH:26]=2)=[N:22][C:21]=1[CH2:31][CH2:32]O.C1(P(C2C=CC=CC=2)C2C=CC=CC=2)C=CC=CC=1.N(C(OCC)=O)=NC(OCC)=O, predict the reaction product. The product is: [CH3:19][C:20]1[O:24][C:23]([C:25]2[CH:26]=[CH:27][CH:28]=[CH:29][CH:30]=2)=[N:22][C:21]=1[CH2:31][CH2:32][O:1][C:2]1[CH:3]=[CH:4][C:5]([CH2:8][C:9]2([C:14]([O:16][CH2:17][CH3:18])=[O:15])[CH2:13][CH2:12][CH2:11][O:10]2)=[N:6][CH:7]=1.